This data is from Full USPTO retrosynthesis dataset with 1.9M reactions from patents (1976-2016). The task is: Predict the reactants needed to synthesize the given product. (1) Given the product [Cl:17][C:14]1[CH:15]=[CH:16][C:11]([C:8]2[N:6]3[N:7]=[C:2]([C:27]4[CH:35]=[CH:34][C:30]([C:31]([OH:33])=[O:32])=[C:29]([CH3:36])[CH:28]=4)[CH:3]=[CH:4][C:5]3=[N:10][CH:9]=2)=[CH:12][CH:13]=1, predict the reactants needed to synthesize it. The reactants are: Cl[C:2]1[CH:3]=[CH:4][C:5]2[N:6]([C:8]([C:11]3[CH:16]=[CH:15][C:14]([Cl:17])=[CH:13][CH:12]=3)=[CH:9][N:10]=2)[N:7]=1.C([O-])([O-])=O.[K+].[K+].B([C:27]1[CH:35]=[CH:34][C:30]([C:31]([OH:33])=[O:32])=[C:29]([CH3:36])[CH:28]=1)(O)O. (2) Given the product [C:1]1([C:11]([NH:16][C:15]2[C:14]([C:13]([NH:22][CH2:23][CH:24]3[CH2:28][CH2:27][CH2:26][N:25]3[C:29]([O:31][C:32]([CH3:35])([CH3:34])[CH3:33])=[O:30])=[O:21])=[N:20][CH:19]=[CH:18][CH:17]=2)=[O:12])[C:10]2[C:5](=[CH:6][CH:7]=[CH:8][CH:9]=2)[CH:4]=[CH:3][CH:2]=1, predict the reactants needed to synthesize it. The reactants are: [C:1]1([C:11]2[O:12][C:13](=[O:21])[C:14]3[N:20]=[CH:19][CH:18]=[CH:17][C:15]=3[N:16]=2)[C:10]2[C:5](=[CH:6][CH:7]=[CH:8][CH:9]=2)[CH:4]=[CH:3][CH:2]=1.[NH2:22][CH2:23][CH:24]1[CH2:28][CH2:27][CH2:26][N:25]1[C:29]([O:31][C:32]([CH3:35])([CH3:34])[CH3:33])=[O:30].